Dataset: Catalyst prediction with 721,799 reactions and 888 catalyst types from USPTO. Task: Predict which catalyst facilitates the given reaction. (1) Reactant: [CH3:1][N:2]1[CH2:7][CH2:6][N:5]([CH2:8][CH2:9][CH2:10][OH:11])[CH2:4][CH2:3]1.[H-].[Na+].F[C:15]1[CH:24]=[C:23]2[C:18]([C:19](=[O:25])[NH:20][CH:21]=[N:22]2)=[CH:17][CH:16]=1. Product: [CH3:1][N:2]1[CH2:7][CH2:6][N:5]([CH2:8][CH2:9][CH2:10][O:11][C:15]2[CH:24]=[C:23]3[C:18]([C:19](=[O:25])[NH:20][CH:21]=[N:22]3)=[CH:17][CH:16]=2)[CH2:4][CH2:3]1. The catalyst class is: 9. (2) Reactant: [Br:1]Br.[CH3:3][O:4][C:5]1[CH:10]=[CH:9][C:8]([C:11]2[S:15][C:14]([C:16]([O:18][CH3:19])=[O:17])=[C:13]([CH3:20])[C:12]=2[CH3:21])=[CH:7][CH:6]=1. Product: [Br:1][C:6]1[CH:7]=[C:8]([C:11]2[S:15][C:14]([C:16]([O:18][CH3:19])=[O:17])=[C:13]([CH3:20])[C:12]=2[CH3:21])[CH:9]=[CH:10][C:5]=1[O:4][CH3:3]. The catalyst class is: 15. (3) Reactant: [F:1][C:2]1[C:3]([CH3:23])=[C:4]([C@:8]2([C:19]([O:21][CH3:22])=[O:20])[CH2:12][CH2:11][C:10]([C:13]3[N:17]([CH3:18])[N:16]=[CH:15][CH:14]=3)=[CH:9]2)[CH:5]=[CH:6][CH:7]=1.C([O-])=O.[NH4+]. Product: [F:1][C:2]1[C:3]([CH3:23])=[C:4]([C@:8]2([C:19]([O:21][CH3:22])=[O:20])[CH2:12][CH2:11][CH:10]([C:13]3[N:17]([CH3:18])[N:16]=[CH:15][CH:14]=3)[CH2:9]2)[CH:5]=[CH:6][CH:7]=1. The catalyst class is: 50. (4) Reactant: [Cl:1][C:2](Cl)([O:4]C(=O)OC(Cl)(Cl)Cl)Cl.[N+:13]([C:16]1[CH:17]=[CH:18][C:19]([S:22][S:23][C@H:24]([CH3:27])[CH2:25][OH:26])=[N:20][CH:21]=1)([O-:15])=[O:14].N1C=CC=CC=1. Product: [C:2]([Cl:1])(=[O:4])[O:26][CH2:25][C@H:24]([S:23][S:22][C:19]1[CH:18]=[CH:17][C:16]([N+:13]([O-:15])=[O:14])=[CH:21][N:20]=1)[CH3:27]. The catalyst class is: 2.